This data is from Experimentally validated miRNA-target interactions with 360,000+ pairs, plus equal number of negative samples. The task is: Binary Classification. Given a miRNA mature sequence and a target amino acid sequence, predict their likelihood of interaction. (1) The miRNA is mmu-miR-344d-3p with sequence GAUAUAACCACUGCCAGACUGA. The protein sequence of the target gene is MEESDSEKKTEKENVGPKVEPPLGEPEGSLGWAMPNAAMKKKVLLMGKSGSGKTSMRSIIFANYIARDTRRLGATILDRIHSLQINSSLSTYSLVDSVGNTKTFDVEHSHVRFLGNLVLNLWDCGGQDTFMENYFTSQRDNIFRNVEVLIYVFDVESRELEKDMHYYQSCLEAILQNSPEAKIFCLVHKMDLVQEDQRDLIFKEREEDLRRLSRPLECSCFRTSIWDETLYKAWSSIVYQLIPNVQQLEMNLRNFAEIIEADEVLLFERATFLVISHYQCKEQRDAHRFEKISNIIKQFK.... Result: 1 (interaction). (2) The miRNA is hsa-miR-626 with sequence AGCUGUCUGAAAAUGUCUU. The protein sequence of the target gene is MSAQSVEEDSILIIPNPDEEEKILRVKLEEDPDGEEGSSISWNHLPDPEVFRQRFRQFGYQDSPGPREAVSQLRELCRLWLRPETHTKEQILELVVLEQFVAILPKELQTWVREHHPENGEEAVAVLEDLESELDDPGQPVSLRRQKREVLVEEITSQEDAQGLPSSELDAVENQLKWASWELHSLRHCDDDATTENGALAPKQEMASAGESHEGPGTLNIGVPQLFKYGETCFPKGRFERKRNPSRKKQHICDECGKHFSQGSALILHQRIHSGEKPYGCVECGKAFSRSSILVQHQRV.... Result: 0 (no interaction). (3) The miRNA is hsa-miR-33b-3p with sequence CAGUGCCUCGGCAGUGCAGCCC. The protein sequence of the target gene is MRPLSMSGHFLLAPIPESSSDYLLPKDIKLAVLGAGRVGKSAMIVRFLTKRFIGDYEPNTGKLYSRLVYVEGDQLSLQIQDTPGGVQIQDSLPQVVDSLSKCVQWAEGFLLVYSITDYDSYLSIRPLYQHIRKVHPDSKAPVIIVGNKGDLLHARQVQTQDGIQLANELGSLFLEISTSENYEDVCDVFQHLCKEVSKMHGLSGERRRASIIPRPRSPNMQDLKRRFKQALSPKVKAPSALG. Result: 0 (no interaction).